Predict which catalyst facilitates the given reaction. From a dataset of Catalyst prediction with 721,799 reactions and 888 catalyst types from USPTO. (1) Reactant: Cl[C:2]1[CH:3]=[CH:4][C:5]2[N:6]([C:8]([CH3:11])=[N:9][N:10]=2)[N:7]=1.[CH3:12][NH:13][C@@H:14]([C:16]1[CH:21]=[CH:20][CH:19]=[CH:18][CH:17]=1)[CH3:15]. Product: [CH3:12][N:13]([C@@H:14]([C:16]1[CH:21]=[CH:20][CH:19]=[CH:18][CH:17]=1)[CH3:15])[C:2]1[CH:3]=[CH:4][C:5]2[N:6]([C:8]([CH3:11])=[N:9][N:10]=2)[N:7]=1. The catalyst class is: 37. (2) Product: [NH:25]1[C:26]2[C:31](=[CH:30][CH:29]=[CH:28][CH:27]=2)[C:23](/[CH:22]=[CH:21]/[C:20]2[CH:19]=[CH:18][C:14]([C:15]([OH:17])=[O:16])=[CH:13][C:12]=2[N:3]2[C:2](=[O:1])[C:10]3[C:5](=[CH:6][CH:7]=[CH:8][C:9]=3[N+:39]([O-:41])=[O:40])[C:4]2=[O:11])=[N:24]1. Reactant: [O:1]=[C:2]1[C:10]2[C:5](=[CH:6][CH:7]=[CH:8][CH:9]=2)[C:4](=[O:11])[N:3]1[C:12]1[CH:13]=[C:14]([CH:18]=[CH:19][C:20]=1[CH:21]=[CH:22][C:23]1[C:31]2[C:26](=[CH:27][CH:28]=[CH:29][CH:30]=2)[NH:25][N:24]=1)[C:15]([OH:17])=[O:16].C(N(CC)CC)C.[N+:39](C1C=CC=C2C(OC(=O)C=12)=O)([O-:41])=[O:40]. The catalyst class is: 113.